From a dataset of Forward reaction prediction with 1.9M reactions from USPTO patents (1976-2016). Predict the product of the given reaction. (1) Given the reactants [NH2:1][C:2]1[CH:3]=[C:4]([CH:8]=[CH:9][C:10]=1[O:11][C:12]([F:15])([F:14])[F:13])[C:5]([NH2:7])=[O:6].C(OC1C=CC(C(N)=O)=CC=1N=[C:30]=[S:31])(C)C, predict the reaction product. The product is: [N:1]([C:2]1[CH:3]=[C:4]([CH:8]=[CH:9][C:10]=1[O:11][C:12]([F:13])([F:14])[F:15])[C:5]([NH2:7])=[O:6])=[C:30]=[S:31]. (2) The product is: [Br:3][C:4]1[CH:5]=[CH:6][C:7]([O:22][CH2:23][C:24]2[CH:25]=[CH:26][C:27]([C:30]#[N:31])=[CH:28][CH:29]=2)=[C:8]([CH:21]=1)[C:9]([OH:11])=[O:10]. Given the reactants [OH-].[Li+].[Br:3][C:4]1[CH:5]=[CH:6][C:7]([O:22][CH2:23][C:24]2[CH:29]=[CH:28][C:27]([C:30]#[N:31])=[CH:26][CH:25]=2)=[C:8]([CH:21]=1)[C:9]([O:11]CC1C=CC(C#N)=CC=1)=[O:10], predict the reaction product. (3) Given the reactants [NH2:1][C:2]1[CH:9]=[C:8]([Cl:10])[C:7]([F:11])=[CH:6][C:3]=1[CH:4]=O.N[C:13]([NH2:15])=O.P(Cl)(Cl)([Cl:18])=O, predict the reaction product. The product is: [Cl:18][C:13]1[N:15]=[CH:4][C:3]2[C:2](=[CH:9][C:8]([Cl:10])=[C:7]([F:11])[CH:6]=2)[N:1]=1. (4) Given the reactants [O:1]=[C:2]1[N:10]([C:11]2[CH:12]=[C:13]3[C:17](=[CH:18][CH:19]=2)[N:16]([C:20]([O:22][C:23]([CH3:26])([CH3:25])[CH3:24])=[O:21])[CH2:15][CH2:14]3)[C:5]2=[N:6][CH:7]=[CH:8][CH:9]=[C:4]2[NH:3]1.[CH2:27](I)[CH3:28].C(=O)([O-])[O-].[Cs+].[Cs+].O, predict the reaction product. The product is: [CH2:27]([N:3]1[C:4]2[C:5](=[N:6][CH:7]=[CH:8][CH:9]=2)[N:10]([C:11]2[CH:12]=[C:13]3[C:17](=[CH:18][CH:19]=2)[N:16]([C:20]([O:22][C:23]([CH3:26])([CH3:25])[CH3:24])=[O:21])[CH2:15][CH2:14]3)[C:2]1=[O:1])[CH3:28]. (5) Given the reactants [C:1]([O:5][C:6]([NH:8][C@H:9]([C:13]1[CH:18]=[CH:17][C:16]([OH:19])=[CH:15][CH:14]=1)[C:10]([OH:12])=[O:11])=[O:7])([CH3:4])([CH3:3])[CH3:2].N1C=CN=C1.[Si:25](Cl)([C:28]([CH3:31])([CH3:30])[CH3:29])([CH3:27])[CH3:26], predict the reaction product. The product is: [C:1]([O:5][C:6]([NH:8][C@H:9]([C:13]1[CH:18]=[CH:17][C:16]([O:19][Si:25]([C:28]([CH3:31])([CH3:30])[CH3:29])([CH3:27])[CH3:26])=[CH:15][CH:14]=1)[C:10]([OH:12])=[O:11])=[O:7])([CH3:4])([CH3:2])[CH3:3]. (6) The product is: [CH3:41][N:38]1[CH2:39][CH2:40][N:35]([C:32]2[N:31]=[C:30]([O:42][C:43]3[CH:52]=[CH:51][C:46]([C:47]([O:49][CH3:50])=[O:48])=[CH:45][CH:44]=3)[C:29]([NH:28][C:12]([C:9]3[C:8]4[C:2](=[O:1])[NH:3][CH2:4][CH2:5][CH2:6][C:7]=4[O:11][CH:10]=3)=[O:14])=[CH:34][CH:33]=2)[CH2:36][CH2:37]1. Given the reactants [O:1]=[C:2]1[C:8]2[C:9]([C:12]([OH:14])=O)=[CH:10][O:11][C:7]=2[CH2:6][CH2:5][CH2:4][NH:3]1.C(N(CC)CC)C.ClC(OCC)=O.[NH2:28][C:29]1[C:30]([O:42][C:43]2[CH:52]=[CH:51][C:46]([C:47]([O:49][CH3:50])=[O:48])=[CH:45][CH:44]=2)=[N:31][C:32]([N:35]2[CH2:40][CH2:39][N:38]([CH3:41])[CH2:37][CH2:36]2)=[CH:33][CH:34]=1, predict the reaction product. (7) Given the reactants Br[C:2]1[CH:3]=[CH:4][C:5]([N+:15]([O-:17])=[O:16])=[C:6]([CH:14]=1)[NH:7][C:8]1[CH:13]=[CH:12][CH:11]=[CH:10][CH:9]=1.[CH3:18][CH:19]1[CH2:24][NH:23][CH2:22][CH:21]([CH3:25])[NH:20]1.O, predict the reaction product. The product is: [CH3:18][CH:19]1[NH:20][CH:21]([CH3:25])[CH2:22][N:23]([C:2]2[CH:3]=[CH:4][C:5]([N+:15]([O-:17])=[O:16])=[C:6]([CH:14]=2)[NH:7][C:8]2[CH:13]=[CH:12][CH:11]=[CH:10][CH:9]=2)[CH2:24]1.